From a dataset of Full USPTO retrosynthesis dataset with 1.9M reactions from patents (1976-2016). Predict the reactants needed to synthesize the given product. Given the product [F:1][C:2]1[CH:3]=[CH:4][C:5]([CH3:11])=[C:6]([CH:10]=1)[C:7]([Cl:14])=[O:8], predict the reactants needed to synthesize it. The reactants are: [F:1][C:2]1[CH:3]=[CH:4][C:5]([CH3:11])=[C:6]([CH:10]=1)[C:7](O)=[O:8].S(Cl)([Cl:14])=O.